Dataset: Full USPTO retrosynthesis dataset with 1.9M reactions from patents (1976-2016). Task: Predict the reactants needed to synthesize the given product. (1) Given the product [CH3:17][O:1][C:2]1[CH:6]=[C:5]([C:7]([F:10])([F:8])[F:9])[S:4][C:3]=1[C:11]([O:13][CH3:14])=[O:12], predict the reactants needed to synthesize it. The reactants are: [OH:1][C:2]1[CH:6]=[C:5]([C:7]([F:10])([F:9])[F:8])[S:4][C:3]=1[C:11]([O:13][CH3:14])=[O:12].CI.[C:17]([O-])([O-])=O.[K+].[K+].O. (2) Given the product [Br:1][C:2]1[N:3]=[C:4]2[CH:9]=[C:8]([CH3:10])[CH:7]=[CH:6][N:5]2[C:11]=1[I:12], predict the reactants needed to synthesize it. The reactants are: [Br:1][C:2]1[N:3]=[C:4]2[CH:9]=[C:8]([CH3:10])[CH:7]=[CH:6][N:5]2[CH:11]=1.[I:12]N1C(=O)CCC1=O. (3) The reactants are: [Cl:1][C:2]1[CH:7]=[CH:6][C:5]([S:8]([N:11]([CH2:13][C@H:14]2[CH2:19][CH2:18][C@H:17]([O:20][CH2:21][CH2:22][CH2:23][CH2:24][OH:25])[CH2:16][CH2:15]2)[CH3:12])(=[O:10])=[O:9])=[CH:4][CH:3]=1.[CH3:26][S:27](Cl)(=[O:29])=[O:28]. Given the product [Cl:1][C:2]1[CH:7]=[CH:6][C:5]([S:8]([N:11]([CH2:13][C@H:14]2[CH2:19][CH2:18][C@H:17]([O:20][CH2:21][CH2:22][CH2:23][CH2:24][O:25][S:27]([CH3:26])(=[O:29])=[O:28])[CH2:16][CH2:15]2)[CH3:12])(=[O:9])=[O:10])=[CH:4][CH:3]=1, predict the reactants needed to synthesize it. (4) Given the product [N:60]([C@H:9]1[CH2:10][CH2:11][C@H:7]([O:6][Si:5]([C:1]([CH3:4])([CH3:3])[CH3:2])([CH3:14])[CH3:13])[CH2:8]1)=[N+:61]=[N-:62], predict the reactants needed to synthesize it. The reactants are: [C:1]([Si:5]([CH3:14])([CH3:13])[O:6][C@@H:7]1[CH2:11][CH2:10][C@H:9](O)[CH2:8]1)([CH3:4])([CH3:3])[CH3:2].C1(P(C2C=CC=CC=2)C2C=CC=CC=2)C=CC=CC=1.N(C(OCC)=O)=NC(OCC)=O.C1(P([N:60]=[N+:61]=[N-:62])(C2C=CC=CC=2)=O)C=CC=CC=1. (5) Given the product [CH3:1][N:2]([C:13]1[CH:32]=[CH:31][CH:38]=[CH:34][CH:35]=1)[C:3]1[C:12]2[C:7](=[CH:8][CH:9]=[CH:10][CH:11]=2)[CH:6]=[CH:5][CH:4]=1, predict the reactants needed to synthesize it. The reactants are: [CH3:1][N:2]([CH3:13])[C:3]1[C:12]2[C:7](=[CH:8][CH:9]=[CH:10][CH:11]=2)[CH:6]=[CH:5][CH:4]=1.[F-].[K+].C1O[CH2:32][CH2:31]OCCOCCOCCOCCOC1.[CH2:34]1[CH2:38]OC[CH2:35]1.